This data is from Reaction yield outcomes from USPTO patents with 853,638 reactions. The task is: Predict the reaction yield, written as a fraction of the theoretical maximum amount of product (1.0 means a 100% yield; for example, 0.34 means a 34% yield). The product is [Br:11][C:5]1[CH:4]=[CH:3][C:2]([NH:1][CH2:15][C:14]2[C:17]([F:27])=[C:18]([F:26])[C:19]([C:22]([F:23])([F:25])[F:24])=[C:20]([F:21])[C:13]=2[F:12])=[CH:10][C:6]=1[C:7]([OH:9])=[O:8]. The catalyst is CN(C=O)C. The yield is 0.769. The reactants are [NH2:1][C:2]1[CH:3]=[CH:4][C:5]([Br:11])=[C:6]([CH:10]=1)[C:7]([OH:9])=[O:8].[F:12][C:13]1[C:20]([F:21])=[C:19]([C:22]([F:25])([F:24])[F:23])[C:18]([F:26])=[C:17]([F:27])[C:14]=1[CH2:15]Br.